Dataset: Catalyst prediction with 721,799 reactions and 888 catalyst types from USPTO. Task: Predict which catalyst facilitates the given reaction. (1) Reactant: [CH2:1]([C@H:8]1[CH2:12][O:11][C:10](=[O:13])[N:9]1[C:14](=[O:19])[CH2:15][O:16][CH2:17][CH3:18])[C:2]1[CH:7]=[CH:6][CH:5]=[CH:4][CH:3]=1.[CH2:20]([O:27][C:28]1[CH:35]=[CH:34][C:31]([CH:32]=[O:33])=[C:30]([O:36][CH3:37])[CH:29]=1)[C:21]1[CH:26]=[CH:25][CH:24]=[CH:23][CH:22]=1.[O-]S(C(F)(F)F)(=O)=O.C([B+]CCCC)CCC. Product: [CH2:1]([C@H:8]1[CH2:12][O:11][C:10](=[O:13])[N:9]1[C:14](=[O:19])[C@@H:15]([O:16][CH2:17][CH3:18])[C@@H:32]([C:31]1[CH:34]=[CH:35][C:28]([O:27][CH2:20][C:21]2[CH:22]=[CH:23][CH:24]=[CH:25][CH:26]=2)=[CH:29][C:30]=1[O:36][CH3:37])[OH:33])[C:2]1[CH:3]=[CH:4][CH:5]=[CH:6][CH:7]=1. The catalyst class is: 66. (2) Reactant: [CH3:1][CH:2]([O:4][C:5]1[N:10]=[C:9]([CH2:11][N:12]2C(=O)C3C(=CC=CC=3)C2=O)[CH:8]=[C:7]([C:23]2[CH:24]=[N:25][C:26]([C:29]([F:32])([F:31])[F:30])=[N:27][CH:28]=2)[N:6]=1)[CH3:3].NN.O. Product: [CH:2]([O:4][C:5]1[N:6]=[C:7]([C:23]2[CH:28]=[N:27][C:26]([C:29]([F:31])([F:30])[F:32])=[N:25][CH:24]=2)[CH:8]=[C:9]([CH2:11][NH2:12])[N:10]=1)([CH3:3])[CH3:1]. The catalyst class is: 5. (3) Reactant: [CH2:1]([OH:9])[C:2]([CH2:7][OH:8])([CH2:5][OH:6])[CH2:3][OH:4].[C:10](O)(=[O:15])[CH2:11][CH2:12][CH2:13][CH3:14].C1(C)C(C)=CC=CC=1. Product: [C:10]([O:4][CH2:3][C:2]([CH2:7][OH:8])([CH2:5][OH:6])[CH2:1][OH:9])(=[O:15])[CH2:11][CH2:12][CH2:13][CH3:14]. The catalyst class is: 6. (4) Reactant: [CH3:1][O:2][C:3](=[O:32])[C:4]([C:6]1[C:18]2[CH:17]=[N:16][C:15]([Cl:19])=[CH:14][C:13]=2[N:12]2[C:7]=1[CH2:8][CH2:9][CH:10]([N:20]([S:22]([C:25]1[CH:30]=[CH:29][C:28]([F:31])=[CH:27][CH:26]=1)(=[O:24])=[O:23])[CH3:21])[CH2:11]2)=O.C(O)(C(F)(F)F)=O.[SiH](CC)(CC)CC. Product: [CH3:1][O:2][C:3](=[O:32])[CH2:4][C:6]1[C:18]2[CH:17]=[N:16][C:15]([Cl:19])=[CH:14][C:13]=2[N:12]2[C:7]=1[CH2:8][CH2:9][CH:10]([N:20]([S:22]([C:25]1[CH:26]=[CH:27][C:28]([F:31])=[CH:29][CH:30]=1)(=[O:24])=[O:23])[CH3:21])[CH2:11]2. The catalyst class is: 2.